From a dataset of Acute oral toxicity (LD50) regression data from Zhu et al.. Regression/Classification. Given a drug SMILES string, predict its toxicity properties. Task type varies by dataset: regression for continuous values (e.g., LD50, hERG inhibition percentage) or binary classification for toxic/non-toxic outcomes (e.g., AMES mutagenicity, cardiotoxicity, hepatotoxicity). Dataset: ld50_zhu. The compound is COCCOC(=O)C1=C(C)NC(C)=C(C(=O)OCC=Cc2ccccc2)C1c1cccc([N+](=O)[O-])c1. The rat oral LD50 is 2.05, given as -log10 of the dose in mol/kg body weight (higher means more acutely toxic).